Dataset: Ames mutagenicity test results for genotoxicity prediction. Task: Regression/Classification. Given a drug SMILES string, predict its toxicity properties. Task type varies by dataset: regression for continuous values (e.g., LD50, hERG inhibition percentage) or binary classification for toxic/non-toxic outcomes (e.g., AMES mutagenicity, cardiotoxicity, hepatotoxicity). Dataset: ames. (1) The molecule is CC(=O)Nc1ccc2c(c1)Cc1ccccc1-2. The result is 1 (mutagenic). (2) The drug is CC1=C(/C=C/C(C)=C/C=C/C(C)=C/C=C/C=C(C)/C=C/C=C(C)/C=C/C2=C(C)CCCC2(C)C)C(C)(C)CCC1. The result is 1 (mutagenic).